From a dataset of Forward reaction prediction with 1.9M reactions from USPTO patents (1976-2016). Predict the product of the given reaction. Given the reactants Cl.Cl.[NH2:3][C:4]12[CH2:11][CH2:10][C:7]([NH2:12])([CH2:8][CH2:9]1)[CH2:6][CH2:5]2, predict the reaction product. The product is: [NH2:3][C:4]12[CH2:11][CH2:10][C:7]([NH2:12])([CH2:8][CH2:9]1)[CH2:6][CH2:5]2.